The task is: Predict which catalyst facilitates the given reaction.. This data is from Catalyst prediction with 721,799 reactions and 888 catalyst types from USPTO. Reactant: [Si]([O:8][C@H:9]1[C@H:15]2[CH2:16][N:11]([C:12]3[CH:29]=[CH:28][C:27]([C:30]4[CH:35]=[CH:34][CH:33]=[C:32]([Cl:36])[CH:31]=4)=[N:26][C:13]=3[N:14]2[C:17]([NH:19][C:20]2[CH:25]=[CH:24][CH:23]=[CH:22][N:21]=2)=[O:18])[CH2:10]1)(C(C)(C)C)(C)C. Product: [Cl:36][C:32]1[CH:31]=[C:30]([C:27]2[CH:28]=[CH:29][C:12]3[N:11]4[CH2:16][C@H:15]([C@H:9]([OH:8])[CH2:10]4)[N:14]([C:17]([NH:19][C:20]4[CH:25]=[CH:24][CH:23]=[CH:22][N:21]=4)=[O:18])[C:13]=3[N:26]=2)[CH:35]=[CH:34][CH:33]=1. The catalyst class is: 295.